Dataset: Full USPTO retrosynthesis dataset with 1.9M reactions from patents (1976-2016). Task: Predict the reactants needed to synthesize the given product. (1) The reactants are: [NH2:1][C:2]1[C:3]([NH:11][C@H:12]2[CH2:17][CH2:16][C@H:15]([CH2:18][CH2:19][C:20]#[N:21])[CH2:14][CH2:13]2)=[C:4]2[S:10][CH:9]=[CH:8][C:5]2=[N:6][CH:7]=1.[OH:22][C@H:23]([CH3:27])[C:24](O)=[O:25].C(N(CC)C(C)C)(C)C.F[P-](F)(F)(F)(F)F.C[N+](C)=C(N(C)C)ON1C2N=CC=CC=2N=N1. Given the product [C:20]([CH2:19][CH2:18][C@H:15]1[CH2:14][CH2:13][C@H:12]([NH:11][C:3]2[C:2]([NH:1][C:24](=[O:25])[C@H:23]([OH:22])[CH3:27])=[CH:7][N:6]=[C:5]3[CH:8]=[CH:9][S:10][C:4]=23)[CH2:17][CH2:16]1)#[N:21], predict the reactants needed to synthesize it. (2) Given the product [CH3:16][CH:14]([C@H:13]([NH2:12])[C:17]([O:19][CH2:30][CH:27]([O:26][CH2:25][N:24]1[C:23]2[NH:32][C:33]([NH2:37])=[N:34][C:35](=[O:36])[C:22]=2[N:21]=[CH:20]1)[CH2:28][OH:29])=[O:18])[CH3:15].[ClH:1], predict the reactants needed to synthesize it. The reactants are: [ClH:1].C(OC([NH:12][C@H:13]([C:17]([OH:19])=[O:18])[CH:14]([CH3:16])[CH3:15])=O)C1C=CC=CC=1.[CH:20]1[N:24]([CH2:25][O:26][CH:27]([CH2:30]O)[CH2:28][OH:29])[C:23]2[N:32]=[C:33]([NH2:37])[N:34]=[C:35]([OH:36])[C:22]=2[N:21]=1. (3) Given the product [Cl:37][C:38]1[N:43]=[C:42]([NH:27][C:28]2[CH:33]=[C:32]([CH3:34])[C:31]([OH:35])=[C:30]([Cl:36])[CH:29]=2)[C:41]([F:45])=[CH:40][N:39]=1, predict the reactants needed to synthesize it. The reactants are: C1COC2C=CC(NC3C(F)=CN=C(NC4C=CC=C(O)C=4)N=3)=CC=2O1.[NH2:27][C:28]1[CH:33]=[C:32]([CH3:34])[C:31]([OH:35])=[C:30]([Cl:36])[CH:29]=1.[Cl:37][C:38]1[N:43]=[C:42](Cl)[C:41]([F:45])=[CH:40][N:39]=1. (4) Given the product [O:12]1[C:17]2[CH:18]=[CH:19][C:20]([C:49]3([OH:56])[C:50]4[C:55](=[CH:54][CH:53]=[CH:52][CH:51]=4)[N:47]([CH2:46][C:45]4[CH:58]=[CH:59][C:42]([O:41][CH3:40])=[CH:43][CH:44]=4)[C:48]3=[O:57])=[CH:21][C:16]=2[O:15][CH2:14][CH2:13]1, predict the reactants needed to synthesize it. The reactants are: C1OC2C(=CC=[C-]C=2)O1.[Mg+2].[Br-].[O:12]1[C:17]2[CH:18]=[CH:19][C:20]([Mg]Br)=[CH:21][C:16]=2[O:15][CH2:14][CH2:13]1.C(N1C2C(=CC=CC=2)C(=O)C1=O)CCCC.[CH3:40][O:41][C:42]1[CH:59]=[CH:58][C:45]([CH2:46][N:47]2[C:55]3[C:50](=[CH:51][CH:52]=[CH:53][CH:54]=3)[C:49](=[O:56])[C:48]2=[O:57])=[CH:44][CH:43]=1. (5) Given the product [I:7][C:5]1[N:6]=[C:2]([C:17]2[CH:18]=[CH:19][C:14]([CH3:13])=[CH:15][CH:16]=2)[O:3][C:4]=1[C:8]([O:10][CH2:11][CH3:12])=[O:9], predict the reactants needed to synthesize it. The reactants are: I[C:2]1[O:3][C:4]([C:8]([O:10][CH2:11][CH3:12])=[O:9])=[C:5]([I:7])[N:6]=1.[CH3:13][C:14]1[CH:19]=[CH:18][C:17](B(O)O)=[CH:16][CH:15]=1.C(=O)([O-])[O-].[Na+].[Na+].C([O-])(O)=O.[Na+]. (6) Given the product [F:8][C:9]1[CH:10]=[C:11]([C:16]2[CH2:20][CH:19]([CH2:21][N:22]3[CH:26]=[CH:25][N:24]=[N:23]3)[O:18][N:17]=2)[CH:12]=[CH:13][C:14]=1[N:3]1[CH:7]=[CH:6][N:5]=[CH:4]1, predict the reactants needed to synthesize it. The reactants are: [H-].[Na+].[NH:3]1[CH:7]=[CH:6][N:5]=[CH:4]1.[F:8][C:9]1[CH:10]=[C:11]([C:16]2[CH2:20][CH:19]([CH2:21][N:22]3[CH:26]=[CH:25][N:24]=[N:23]3)[O:18][N:17]=2)[CH:12]=[CH:13][C:14]=1F. (7) Given the product [C:1]([O:5][C:6](=[O:37])[NH:7][CH2:8][C@@H:9]([NH:10][C:11]([C:13]1[S:29][C:16]2=[N:17][C:18]3[C:23]([CH:24]=[C:15]2[CH:14]=1)=[CH:22][C:21]([C:25]([CH3:28])([CH3:27])[CH3:26])=[CH:20][CH:19]=3)=[O:12])[C:30]1[CH:35]=[CH:34][CH:33]=[C:32]([NH:36][C:51]([C:48]2[CH:47]=[C:46]([CH3:45])[O:50][N:49]=2)=[O:52])[CH:31]=1)([CH3:2])([CH3:3])[CH3:4], predict the reactants needed to synthesize it. The reactants are: [C:1]([O:5][C:6](=[O:37])[NH:7][CH2:8][C@H:9]([C:30]1[CH:35]=[CH:34][CH:33]=[C:32]([NH2:36])[CH:31]=1)[NH:10][C:11]([C:13]1[S:29][C:16]2=[N:17][C:18]3[C:23]([CH:24]=[C:15]2[CH:14]=1)=[CH:22][C:21]([C:25]([CH3:28])([CH3:27])[CH3:26])=[CH:20][CH:19]=3)=[O:12])([CH3:4])([CH3:3])[CH3:2].CCN(CC)CC.[CH3:45][C:46]1[O:50][N:49]=[C:48]([C:51](Cl)=[O:52])[CH:47]=1. (8) Given the product [Cl:1][C:2]1[CH:3]=[C:4]([C:9]2[CH:14]=[C:13]([F:15])[CH:12]=[CH:11][C:10]=2[NH:16][C:24]([C:23]2[C:19]([CH:18]([F:28])[F:17])=[N:20][N:21]([CH3:27])[CH:22]=2)=[O:25])[CH:5]=[CH:6][C:7]=1[Cl:8], predict the reactants needed to synthesize it. The reactants are: [Cl:1][C:2]1[CH:3]=[C:4]([C:9]2[C:10]([NH2:16])=[CH:11][CH:12]=[C:13]([F:15])[CH:14]=2)[CH:5]=[CH:6][C:7]=1[Cl:8].[F:17][CH:18]([F:28])[C:19]1[C:23]([C:24](Cl)=[O:25])=[CH:22][N:21]([CH3:27])[N:20]=1.C(N(CC)CC)C.